Dataset: Forward reaction prediction with 1.9M reactions from USPTO patents (1976-2016). Task: Predict the product of the given reaction. (1) Given the reactants [Cl:1][C:2]1[N:7]=[CH:6][C:5]([OH:8])=[CH:4][CH:3]=1.[C:9]([C@@H:13]1[CH2:18][CH2:17][C@H:16](O)[CH2:15][CH2:14]1)([CH3:12])([CH3:11])[CH3:10].C1C=CC(P(C2C=CC=CC=2)C2C=CC=CC=2)=CC=1.CCN(CC)CC.CC(OC(/N=N/C(OC(C)C)=O)=O)C, predict the reaction product. The product is: [C:9]([C@H:13]1[CH2:18][CH2:17][C@H:16]([O:8][C:5]2[CH:4]=[CH:3][C:2]([Cl:1])=[N:7][CH:6]=2)[CH2:15][CH2:14]1)([CH3:12])([CH3:11])[CH3:10]. (2) Given the reactants [Br:1][C:2]1[C:17]([Cl:18])=[CH:16][C:5]([O:6][C:7]2[N:15]=[CH:14][CH:13]=[CH:12][C:8]=2[C:9]([OH:11])=O)=[C:4]([Cl:19])[CH:3]=1.C(N(C(C)C)C(C)C)C.CN(C(ON1N=NC2C=CC=NC1=2)=[N+](C)C)C.F[P-](F)(F)(F)(F)F.[CH:53]1([N:56]2[C:65]3[C:60](=[CH:61][CH:62]=[CH:63][CH:64]=3)[NH:59][CH2:58][CH2:57]2)[CH2:55][CH2:54]1.C([O-])(O)=O.[Na+], predict the reaction product. The product is: [Br:1][C:2]1[C:17]([Cl:18])=[CH:16][C:5]([O:6][C:7]2[C:8]([C:9]([N:59]3[C:60]4[C:65](=[CH:64][CH:63]=[CH:62][CH:61]=4)[N:56]([CH:53]4[CH2:55][CH2:54]4)[CH2:57][CH2:58]3)=[O:11])=[CH:12][CH:13]=[CH:14][N:15]=2)=[C:4]([Cl:19])[CH:3]=1. (3) Given the reactants [Cl:1][C:2]1[C:3]2[C:11]([CH:12]([CH3:14])[CH3:13])=[CH:10][NH:9][C:4]=2[N:5]=[C:6]([NH2:8])[N:7]=1.Cl[CH2:16][C:17]1[C:22]([CH3:23])=[C:21]([O:24][CH3:25])[C:20]([CH3:26])=[CH:19][N:18]=1.C([O-])([O-])=O.[K+].[K+], predict the reaction product. The product is: [Cl:1][C:2]1[C:3]2[C:11]([CH:12]([CH3:14])[CH3:13])=[CH:10][N:9]([CH2:16][C:17]3[C:22]([CH3:23])=[C:21]([O:24][CH3:25])[C:20]([CH3:26])=[CH:19][N:18]=3)[C:4]=2[N:5]=[C:6]([NH2:8])[N:7]=1. (4) Given the reactants C[O:2][C:3]1[N:8]=[C:7](S(C)(=O)=O)[N:6]=[C:5]([C:13]2[C:21]3[C:16](=[N:17][CH:18]=[CH:19][CH:20]=3)[N:15](S(C3C=CC=CC=3)(=O)=O)[CH:14]=2)[CH:4]=1.[C:31]1([Mg]Br)[CH:36]=[CH:35][CH:34]=[CH:33][CH:32]=1.C(OCC)C.[OH-].[Na+].Cl, predict the reaction product. The product is: [C:31]1([C:7]2[NH:8][C:3](=[O:2])[CH:4]=[C:5]([C:13]3[C:21]4[C:16](=[N:17][CH:18]=[CH:19][CH:20]=4)[NH:15][CH:14]=3)[N:6]=2)[CH:36]=[CH:35][CH:34]=[CH:33][CH:32]=1. (5) Given the reactants [Cl:1]N1C(=O)CCC1=O.[CH3:9][O:10][C:11]([C:13]1[C:18]([Br:19])=[C:17]([NH:20][CH2:21][C:22]2[CH:27]=[CH:26][CH:25]=[CH:24][C:23]=2[N+:28]([O-:30])=[O:29])[CH:16]=[C:15]([Cl:31])[N:14]=1)=[O:12], predict the reaction product. The product is: [CH3:9][O:10][C:11]([C:13]1[C:18]([Br:19])=[C:17]([NH:20][CH2:21][C:22]2[CH:27]=[CH:26][CH:25]=[CH:24][C:23]=2[N+:28]([O-:30])=[O:29])[C:16]([Cl:1])=[C:15]([Cl:31])[N:14]=1)=[O:12].